The task is: Predict the product of the given reaction.. This data is from Forward reaction prediction with 1.9M reactions from USPTO patents (1976-2016). (1) Given the reactants Br[CH2:2][C:3]1[CH:8]=[CH:7][C:6]([F:9])=[CH:5][C:4]=1[I:10].[H-].[Na+].[NH:13]([C:21]([O:23][C:24]([CH3:27])([CH3:26])[CH3:25])=[O:22])[C:14]([O:16][C:17]([CH3:20])([CH3:19])[CH3:18])=[O:15].C(=O)(O)[O-], predict the reaction product. The product is: [F:9][C:6]1[CH:7]=[CH:8][C:3]([CH2:2][N:13]([C:14]([O:16][C:17]([CH3:20])([CH3:19])[CH3:18])=[O:15])[C:21]([O:23][C:24]([CH3:25])([CH3:26])[CH3:27])=[O:22])=[C:4]([I:10])[CH:5]=1. (2) Given the reactants Br[C:2]1[C:3]([N:22]2[CH2:25][C:24]([OH:27])([CH3:26])[CH2:23]2)=[N:4][CH:5]=[C:6]([CH:21]=1)[C:7]([NH:9][C:10]1[CH:15]=[CH:14][C:13]([O:16][C:17]([F:20])([F:19])[F:18])=[CH:12][CH:11]=1)=[O:8].[N:28]1[CH:33]=[CH:32][CH:31]=[C:30](B(O)O)[CH:29]=1, predict the reaction product. The product is: [OH:27][C:24]1([CH3:26])[CH2:25][N:22]([C:3]2[C:2]([C:30]3[CH:29]=[N:28][CH:33]=[CH:32][CH:31]=3)=[CH:21][C:6]([C:7]([NH:9][C:10]3[CH:15]=[CH:14][C:13]([O:16][C:17]([F:20])([F:19])[F:18])=[CH:12][CH:11]=3)=[O:8])=[CH:5][N:4]=2)[CH2:23]1. (3) Given the reactants [C:1]([O:5][C:6]([N:8]1[CH2:12][C@@H:11]([C:13]2[CH:18]=[CH:17][CH:16]=[CH:15][CH:14]=2)[C@@H:10]([CH2:19]OS(C)(=O)=O)[CH2:9]1)=[O:7])([CH3:4])([CH3:3])[CH3:2].[N-:25]=[N+:26]=[N-:27].[Na+], predict the reaction product. The product is: [C:1]([O:5][C:6]([N:8]1[CH2:12][C@@H:11]([C:13]2[CH:18]=[CH:17][CH:16]=[CH:15][CH:14]=2)[C@@H:10]([CH2:19][N:25]=[N+:26]=[N-:27])[CH2:9]1)=[O:7])([CH3:4])([CH3:3])[CH3:2]. (4) The product is: [F:11][C:8]1[CH:7]=[C:3]([C:4]([OH:6])=[O:5])[C:2]([NH:24][CH2:23][C:22]2[CH:25]=[CH:26][C:19]([F:18])=[CH:20][CH:21]=2)=[N:10][CH:9]=1. Given the reactants Cl[C:2]1[N:10]=[CH:9][C:8]([F:11])=[CH:7][C:3]=1[C:4]([OH:6])=[O:5].C(=O)([O-])[O-].[K+].[K+].[F:18][C:19]1[CH:26]=[CH:25][C:22]([CH2:23][NH2:24])=[CH:21][CH:20]=1, predict the reaction product. (5) Given the reactants [NH2:1][C:2]1[CH:29]=[CH:28][C:5]([C:6]([NH:8][C:9]2[CH:14]=[C:13]([C:15]3[CH:19]=[CH:18][S:17][CH:16]=3)[CH:12]=[CH:11][C:10]=2[NH:20][C:21](=[O:27])[O:22][C:23]([CH3:26])([CH3:25])[CH3:24])=[O:7])=[CH:4][CH:3]=1.C([O-])([O-])=O.[K+].[K+].Br[CH2:37][C:38]([O:40][C:41]([CH3:44])([CH3:43])[CH3:42])=[O:39].[Na+].[I-].[Br-], predict the reaction product. The product is: [C:23]([O:22][C:21]([NH:20][C:10]1[CH:11]=[CH:12][C:13]([C:15]2[CH:19]=[CH:18][S:17][CH:16]=2)=[CH:14][C:9]=1[NH:8][C:6]([C:5]1[CH:28]=[CH:29][C:2]([NH:1][CH2:37][C:38]([O:40][C:41]([CH3:44])([CH3:43])[CH3:42])=[O:39])=[CH:3][CH:4]=1)=[O:7])=[O:27])([CH3:24])([CH3:25])[CH3:26]. (6) Given the reactants O.NN.[OH:4][CH:5]1[CH2:10][CH2:9][N:8]([CH2:11][CH2:12][CH2:13][N:14]2[C:22](=[O:23])C3C(=CC=CC=3)C2=O)[CH2:7][CH2:6]1.[CH2:25]([OH:27])[CH3:26], predict the reaction product. The product is: [OH:4][CH:5]1[CH2:6][CH2:7][N:8]([CH2:11][CH2:12][CH2:13][NH:14][C:22](=[O:23])[O:27][CH2:25][C:26]2[CH:9]=[CH:10][CH:5]=[CH:6][CH:7]=2)[CH2:9][CH2:10]1. (7) Given the reactants [CH3:1][O:2][C:3](=[O:33])[CH2:4][C@H:5]1[C:9]2[CH:10]=[CH:11][C:12]([O:14][C@H:15]3[C:23]4[C:18](=[C:19]([O:25][C:26]5[CH:31]=[CH:30][C:29]([OH:32])=[CH:28][CH:27]=5)[CH:20]=[CH:21][C:22]=4[F:24])[CH2:17][CH2:16]3)=[CH:13][C:8]=2[O:7][CH2:6]1.[OH:34][C:35]([CH3:50])([CH3:49])[CH2:36][CH2:37]OS(C1C=CC(C)=CC=1)(=O)=O, predict the reaction product. The product is: [CH3:1][O:2][C:3](=[O:33])[CH2:4][C@H:5]1[C:9]2[CH:10]=[CH:11][C:12]([O:14][C@H:15]3[C:23]4[C:18](=[C:19]([O:25][C:26]5[CH:27]=[CH:28][C:29]([O:32][CH2:37][CH2:36][C:35]([OH:34])([CH3:50])[CH3:49])=[CH:30][CH:31]=5)[CH:20]=[CH:21][C:22]=4[F:24])[CH2:17][CH2:16]3)=[CH:13][C:8]=2[O:7][CH2:6]1.